Task: Predict the reaction yield, written as a fraction of the theoretical maximum amount of product (1.0 means a 100% yield; for example, 0.34 means a 34% yield).. Dataset: Reaction yield outcomes from USPTO patents with 853,638 reactions (1) The reactants are [C@@H:1]1([N:10]2[C:19]3[N:18]=[CH:17][N:16]=[C:14]([NH2:15])[C:13]=3[N:12]=[CH:11]2)[O:9][C@H:6]([CH2:7][OH:8])[C@@H:4]([OH:5])[C@H:2]1[OH:3].S(Cl)([Cl:22])=O.N.CS.[H-].[Na+]. The catalyst is C(#N)C.CN(C)C=O.O.CO.N1C=CC=CC=1. The product is [Cl:22][C@@:1]1([N:10]2[C:19]3[N:18]=[CH:17][N:16]=[C:14]([NH2:15])[C:13]=3[N:12]=[CH:11]2)[O:9][C@H:6]([CH2:7][OH:8])[C@@H:4]([OH:5])[C@H:2]1[OH:3]. The yield is 0.910. (2) The reactants are OC(C(F)(F)F)=O.[F:8][C:9]1[N:14]=[CH:13][C:12]([NH2:15])=[C:11]([I:16])[CH:10]=1.Br[CH2:18][CH2:19][O:20][CH:21]1[CH2:26][CH2:25][CH2:24][CH2:23][O:22]1.[OH-].[K+].[F-].[K+]. The catalyst is [I-].C([N+](CCCC)(CCCC)CCCC)CCC.O1CCOCC1. The product is [F:8][C:9]1[N:14]=[CH:13][C:12]([NH:15][CH2:18][CH2:19][O:20][CH:21]2[CH2:26][CH2:25][CH2:24][CH2:23][O:22]2)=[C:11]([I:16])[CH:10]=1. The yield is 0.660. (3) The reactants are OC(C(F)(F)F)=O.[NH:8]1[C:12]2([CH2:16][CH2:15][O:14][CH2:13]2)[CH2:11][CH2:10][CH2:9]1.C(N(CC)CC)C.[C:24]1([C:30]2[O:34][C:33]([C:35]([N:37]3[CH2:40][CH:39]([O:41][C:42]4[CH:49]=[CH:48][C:45]([CH:46]=O)=[CH:44][CH:43]=4)[CH2:38]3)=[O:36])=[N:32][N:31]=2)[CH:29]=[CH:28][CH:27]=[CH:26][CH:25]=1.[Na].C([O-])(O)=O.[Na+]. The catalyst is ClCCl. The product is [N:8]1([CH2:46][C:45]2[CH:44]=[CH:43][C:42]([O:41][CH:39]3[CH2:38][N:37]([C:35]([C:33]4[O:34][C:30]([C:24]5[CH:29]=[CH:28][CH:27]=[CH:26][CH:25]=5)=[N:31][N:32]=4)=[O:36])[CH2:40]3)=[CH:49][CH:48]=2)[C:12]2([CH2:16][CH2:15][O:14][CH2:13]2)[CH2:11][CH2:10][CH2:9]1. The yield is 0.610. (4) The reactants are C1(C)C=CC(C([C@@](C(O)=O)(O)[C@@](C(C2C=CC(C)=CC=2)=O)(O)C(O)=O)=O)=CC=1.[NH2:29][C@H:30]1[C:36]2[CH:37]=[CH:38][CH2:39][CH2:40][C:35]=2[CH2:34][CH2:33][N:32]([CH3:41])[C:31]1=[O:42].[OH-].[Na+]. The catalyst is ClCCl. The product is [NH2:29][C@H:30]1[C:36]2[CH:37]=[CH:38][CH2:39][CH2:40][C:35]=2[CH2:34][CH2:33][N:32]([CH3:41])[C:31]1=[O:42]. The yield is 0.574.